Task: Predict the reactants needed to synthesize the given product.. Dataset: Full USPTO retrosynthesis dataset with 1.9M reactions from patents (1976-2016) (1) Given the product [C:24]12([CH2:34][O:35][C:36]3[C:44]([C@@H:45]4[CH2:47][C@H:46]4[CH2:48][O:49][CH3:50])=[CH:43][C:39]([C:40]([NH:64][S:61]([CH3:60])(=[O:63])=[O:62])=[O:41])=[C:38]([F:51])[CH:37]=3)[CH2:33][CH:28]3[CH2:29][CH:30]([CH2:32][CH:26]([CH2:27]3)[CH2:25]1)[CH2:31]2, predict the reactants needed to synthesize it. The reactants are: C12(COC3C(I)=CC(C(O)=O)=C(F)C=3)CC3CC(CC(C3)C1)C2.[C:24]12([CH2:34][O:35][C:36]3[C:44]([C@@H:45]4[CH2:47][C@H:46]4[CH2:48][O:49][CH3:50])=[CH:43][C:39]([C:40](O)=[O:41])=[C:38]([F:51])[CH:37]=3)[CH2:33][CH:28]3[CH2:29][CH:30]([CH2:32][CH:26]([CH2:27]3)[CH2:25]1)[CH2:31]2.N1(S(N)(=O)=O)CCC1.[CH3:60][S:61]([NH2:64])(=[O:63])=[O:62]. (2) The reactants are: Br[CH2:2][C:3]([C:5]1[CH:6]=[C:7]([CH:10]=[CH:11][CH:12]=1)[C:8]#[N:9])=[O:4].[OH2:13]. Given the product [OH:13][CH2:2][C:3]([C:5]1[CH:6]=[C:7]([CH:10]=[CH:11][CH:12]=1)[C:8]#[N:9])=[O:4], predict the reactants needed to synthesize it. (3) Given the product [CH2:28]([N:35]([OH:36])[C:19]([C:15]1[N:16]=[CH:17][C:18]2[N:6]([CH2:5][C:4]3[C:22]([F:25])=[CH:23][CH:24]=[C:2]([Cl:1])[C:3]=3[F:26])[C:7]3[C:12]([C:13]=2[CH:14]=1)=[CH:11][CH:10]=[CH:9][CH:8]=3)=[O:21])[C:29]1[CH:34]=[CH:33][CH:32]=[CH:31][CH:30]=1, predict the reactants needed to synthesize it. The reactants are: [Cl:1][C:2]1[C:3]([F:26])=[C:4]([C:22]([F:25])=[CH:23][CH:24]=1)[CH2:5][N:6]1[C:18]2[CH:17]=[N:16][C:15]([C:19]([OH:21])=O)=[CH:14][C:13]=2[C:12]2[C:7]1=[CH:8][CH:9]=[CH:10][CH:11]=2.Cl.[CH2:28]([NH:35][OH:36])[C:29]1[CH:34]=[CH:33][CH:32]=[CH:31][CH:30]=1. (4) Given the product [CH3:3][N:4]([CH3:5])[CH2:6][CH2:7][O:8][C:12]1[CH:13]=[C:14]([N:16]2[C:20]3[N:21]=[C:22]([N:50]4[CH2:51][CH2:52][O:53][CH2:54][CH2:55]4)[N:23]=[C:24]([C:25]4[CH:30]=[N:29][C:28]([N:31]([CH2:32][C:33]5[CH:38]=[CH:37][C:36]([O:39][CH3:40])=[CH:35][CH:34]=5)[CH2:41][C:42]5[CH:43]=[CH:44][C:45]([O:48][CH3:49])=[CH:46][CH:47]=5)=[N:27][CH:26]=4)[C:19]=3[CH2:18][CH2:17]2)[CH:15]=[CH:10][N:11]=1, predict the reactants needed to synthesize it. The reactants are: [H-].[Na+].[CH3:3][N:4]([CH2:6][CH2:7][OH:8])[CH3:5].Cl[C:10]1[CH:15]=[C:14]([N:16]2[C:20]3[N:21]=[C:22]([N:50]4[CH2:55][CH2:54][O:53][CH2:52][CH2:51]4)[N:23]=[C:24]([C:25]4[CH:26]=[N:27][C:28]([N:31]([CH2:41][C:42]5[CH:47]=[CH:46][C:45]([O:48][CH3:49])=[CH:44][CH:43]=5)[CH2:32][C:33]5[CH:38]=[CH:37][C:36]([O:39][CH3:40])=[CH:35][CH:34]=5)=[N:29][CH:30]=4)[C:19]=3[CH2:18][CH2:17]2)[CH:13]=[CH:12][N:11]=1. (5) Given the product [NH2:28][CH2:27][C:26]1[CH:29]=[CH:30][C:23]([CH:9]2[N:8]([C:5]3[CH:6]=[CH:7][C:2]([F:1])=[CH:3][CH:4]=3)[C:11](=[O:12])[CH:10]2[CH2:13][CH2:14][CH:15]([OH:22])[C:16]2[CH:17]=[CH:18][CH:19]=[CH:20][CH:21]=2)=[CH:24][CH:25]=1, predict the reactants needed to synthesize it. The reactants are: [F:1][C:2]1[CH:7]=[CH:6][C:5]([N:8]2[C:11](=[O:12])[CH:10]([CH2:13][CH2:14][CH:15]([OH:22])[C:16]3[CH:21]=[CH:20][CH:19]=[CH:18][CH:17]=3)[CH:9]2[C:23]2[CH:30]=[CH:29][C:26]([C:27]#[N:28])=[CH:25][CH:24]=2)=[CH:4][CH:3]=1.N.[H][H].ClCCl.CO. (6) Given the product [C:11]1([CH:17]([C:20]2[CH:21]=[CH:22][CH:23]=[CH:24][CH:25]=2)[CH2:18][NH:8][CH2:7][C:6]2[CH:9]=[CH:10][C:3]([O:2][CH3:1])=[CH:4][CH:5]=2)[CH:16]=[CH:15][CH:14]=[CH:13][CH:12]=1, predict the reactants needed to synthesize it. The reactants are: [CH3:1][O:2][C:3]1[CH:10]=[CH:9][C:6]([CH2:7][NH2:8])=[CH:5][CH:4]=1.[C:11]1([CH:17]([C:20]2[CH:25]=[CH:24][CH:23]=[CH:22][CH:21]=2)[CH:18]=O)[CH:16]=[CH:15][CH:14]=[CH:13][CH:12]=1.C(O[BH-](OC(=O)C)OC(=O)C)(=O)C.[Na+].C(O)(=O)C. (7) Given the product [Cl:11][C:12]1[CH:17]=[CH:16][CH:15]=[CH:14][C:13]=1[N:18]1[C:22](=[O:23])[CH:21]=[CH:17][C:12]([C:13]#[N:18])=[C:19]1[S-:20].[Na+:10], predict the reactants needed to synthesize it. The reactants are: C[Si]([N-][Si](C)(C)C)(C)C.[Na+:10].[Cl:11][C:12]1[CH:17]=[CH:16][CH:15]=[CH:14][C:13]=1[N:18]=[C:19]=[S:20].[CH3:21][CH2:22][OH:23]. (8) Given the product [CH2:25]([C:11]1([C:14]([C:16]2[CH:17]=[C:18]3[C:22](=[CH:23][CH:24]=2)[NH:21][CH:20]=[CH:19]3)=[O:15])[CH2:12][CH2:13][NH:9][CH2:10]1)[C:26]1[CH:31]=[CH:30][CH:29]=[CH:28][CH:27]=1, predict the reactants needed to synthesize it. The reactants are: Cl.C(OC([N:9]1[CH2:13][CH2:12][C:11]([CH2:25][C:26]2[CH:31]=[CH:30][CH:29]=[CH:28][CH:27]=2)([C:14]([C:16]2[CH:17]=[C:18]3[C:22](=[CH:23][CH:24]=2)[NH:21][CH:20]=[CH:19]3)=[O:15])[CH2:10]1)=O)(C)(C)C.